From a dataset of Catalyst prediction with 721,799 reactions and 888 catalyst types from USPTO. Predict which catalyst facilitates the given reaction. (1) Reactant: C[Si]([N-][Si](C)(C)C)(C)C.[Li+].F[C:12]1[C:13]([C:18]2[NH:27][C:26](=[O:28])[C:25]3[C:20](=[CH:21][C:22]([O:31][CH3:32])=[CH:23][C:24]=3[O:29][CH3:30])[N:19]=2)=[N:14][CH:15]=[CH:16][CH:17]=1.Cl.[NH2:34][CH2:35][CH2:36][NH:37][C:38](=[O:42])[CH:39]([CH3:41])[CH3:40]. Product: [CH3:30][O:29][C:24]1[CH:23]=[C:22]([O:31][CH3:32])[CH:21]=[C:20]2[C:25]=1[C:26](=[O:28])[NH:27][C:18]([C:13]1[C:12]([NH:34][CH2:35][CH2:36][NH:37][C:38](=[O:42])[CH:39]([CH3:41])[CH3:40])=[CH:17][CH:16]=[CH:15][N:14]=1)=[N:19]2. The catalyst class is: 598. (2) Reactant: [Cl:1][C:2]1[CH:7]=[CH:6][CH:5]=[CH:4][C:3]=1[CH2:8][CH2:9][NH2:10].C(N(CC)CC)C.[C:18](O[C:18]([O:20][C:21]([CH3:24])([CH3:23])[CH3:22])=[O:19])([O:20][C:21]([CH3:24])([CH3:23])[CH3:22])=[O:19]. Product: [C:21]([O:20][C:18](=[O:19])[NH:10][CH2:9][CH2:8][C:3]1[CH:4]=[CH:5][CH:6]=[CH:7][C:2]=1[Cl:1])([CH3:24])([CH3:23])[CH3:22]. The catalyst class is: 1.